The task is: Regression. Given two drug SMILES strings and cell line genomic features, predict the synergy score measuring deviation from expected non-interaction effect.. This data is from NCI-60 drug combinations with 297,098 pairs across 59 cell lines. (1) Drug 1: CCN(CC)CCCC(C)NC1=C2C=C(C=CC2=NC3=C1C=CC(=C3)Cl)OC. Drug 2: CC1C(C(CC(O1)OC2CC(CC3=C2C(=C4C(=C3O)C(=O)C5=C(C4=O)C(=CC=C5)OC)O)(C(=O)CO)O)N)O.Cl. Cell line: HOP-62. Synergy scores: CSS=38.4, Synergy_ZIP=-6.61, Synergy_Bliss=-9.23, Synergy_Loewe=-14.5, Synergy_HSA=-5.79. (2) Cell line: UO-31. Drug 2: C(CN)CNCCSP(=O)(O)O. Synergy scores: CSS=-3.38, Synergy_ZIP=1.03, Synergy_Bliss=0.219, Synergy_Loewe=-3.74, Synergy_HSA=-2.81. Drug 1: C1=CC=C(C=C1)NC(=O)CCCCCCC(=O)NO. (3) Drug 1: CCN(CC)CCNC(=O)C1=C(NC(=C1C)C=C2C3=C(C=CC(=C3)F)NC2=O)C. Drug 2: CC(C)(C#N)C1=CC(=CC(=C1)CN2C=NC=N2)C(C)(C)C#N. Cell line: CCRF-CEM. Synergy scores: CSS=-25.1, Synergy_ZIP=5.36, Synergy_Bliss=-8.35, Synergy_Loewe=-22.5, Synergy_HSA=-19.7. (4) Drug 1: CC(C1=C(C=CC(=C1Cl)F)Cl)OC2=C(N=CC(=C2)C3=CN(N=C3)C4CCNCC4)N. Drug 2: CS(=O)(=O)C1=CC(=C(C=C1)C(=O)NC2=CC(=C(C=C2)Cl)C3=CC=CC=N3)Cl. Cell line: HCC-2998. Synergy scores: CSS=13.0, Synergy_ZIP=-3.40, Synergy_Bliss=2.43, Synergy_Loewe=-2.94, Synergy_HSA=0.976.